This data is from Forward reaction prediction with 1.9M reactions from USPTO patents (1976-2016). The task is: Predict the product of the given reaction. Given the reactants [CH3:1][O:2][C:3](=[O:30])[CH2:4][C@H:5]1[C:9]2[CH:10]=[CH:11][C:12]([O:14][C@H:15]3[C:23]4[C:18](=[C:19]([CH:28]=O)[C:20]([C:24]([F:27])([F:26])[F:25])=[CH:21][CH:22]=4)[CH2:17][CH2:16]3)=[CH:13][C:8]=2[O:7][CH2:6]1.Cl.[CH:32]12[O:39][CH:36]([CH2:37][CH2:38]1)[CH2:35][NH:34][CH2:33]2.C([O-])(=O)C.[Na+].Cl.C([O-])([O-])=O.[K+].[K+], predict the reaction product. The product is: [CH3:1][O:2][C:3](=[O:30])[CH2:4][C@H:5]1[C:9]2[CH:10]=[CH:11][C:12]([O:14][C@H:15]3[C:23]4[C:18](=[C:19]([CH2:28][N:34]5[CH2:33][CH:32]6[O:39][CH:36]([CH2:37][CH2:38]6)[CH2:35]5)[C:20]([C:24]([F:27])([F:25])[F:26])=[CH:21][CH:22]=4)[CH2:17][CH2:16]3)=[CH:13][C:8]=2[O:7][CH2:6]1.